From a dataset of Forward reaction prediction with 1.9M reactions from USPTO patents (1976-2016). Predict the product of the given reaction. (1) Given the reactants [CH2:1]([P:17]([OH:19])[OH:18])[CH2:2][CH2:3][CH2:4][CH2:5][CH2:6][CH2:7][CH2:8][CH2:9][CH2:10][CH2:11][CH2:12][CH2:13][CH2:14][CH2:15][CH3:16].[OH:20]O, predict the reaction product. The product is: [CH2:1]([P:17](=[O:20])([OH:19])[OH:18])[CH2:2][CH2:3][CH2:4][CH2:5][CH2:6][CH2:7][CH2:8][CH2:9][CH2:10][CH2:11][CH2:12][CH2:13][CH2:14][CH2:15][CH3:16]. (2) Given the reactants C([Li])CCC.Br[C:7]1[CH:12]=[C:11]([CH:13]([S:22][C:23]2[CH:28]=[CH:27][C:26]([Cl:29])=[CH:25][CH:24]=2)[C:14]2[CH:19]=[C:18]([F:20])[CH:17]=[CH:16][C:15]=2[F:21])[C:10]([Br:30])=[CH:9][N:8]=1.CN(C)[CH:33]=[O:34].[BH4-].[Na+], predict the reaction product. The product is: [Br:30][C:10]1[C:11]([CH:13]([S:22][C:23]2[CH:28]=[CH:27][C:26]([Cl:29])=[CH:25][CH:24]=2)[C:14]2[CH:19]=[C:18]([F:20])[CH:17]=[CH:16][C:15]=2[F:21])=[CH:12][C:7]([CH2:33][OH:34])=[N:8][CH:9]=1. (3) Given the reactants Br[CH2:2][C:3]1[NH:8][C:7]([C:9]2[N:14]=[CH:13][CH:12]=[CH:11][N:10]=2)=[N:6][CH:5]([C:15]2[CH:20]=[CH:19][C:18]([Cl:21])=[CH:17][C:16]=2[Cl:22])[C:4]=1[C:23]([O:25][CH2:26][CH3:27])=[O:24].Cl.[NH:29]1[CH2:34][CH2:33][O:32][CH:31]([C:35]([OH:37])=[O:36])[CH2:30]1, predict the reaction product. The product is: [Cl:22][C:16]1[CH:17]=[C:18]([Cl:21])[CH:19]=[CH:20][C:15]=1[CH:5]1[N:6]=[C:7]([C:9]2[N:14]=[CH:13][CH:12]=[CH:11][N:10]=2)[NH:8][C:3]([CH2:2][N:29]2[CH2:34][CH2:33][O:32][CH:31]([C:35]([OH:37])=[O:36])[CH2:30]2)=[C:4]1[C:23]([O:25][CH2:26][CH3:27])=[O:24]. (4) Given the reactants [NH:1]1[C:5]2[CH:6]=[CH:7][C:8]([NH2:10])=[CH:9][C:4]=2[N:3]=[CH:2]1.[OH:11][CH:12]1[CH2:17][CH2:16][N:15]([C:18]2[CH:25]=[CH:24][C:21]([CH:22]=O)=[CH:20][CH:19]=2)[CH2:14][CH2:13]1.[C:26](OC(C)(C)C)(=[O:31])[CH2:27][C:28]([O-])=[O:29].C(=O)(OC)OC(C)(C)C[N+]#[C-].CC(C)([O-])C.[Na+], predict the reaction product. The product is: [NH:1]1[C:5]2[CH:6]=[CH:7][C:8]([N:10]3[CH:22]([C:21]4[CH:24]=[CH:25][C:18]([N:15]5[CH2:16][CH2:17][CH:12]([OH:11])[CH2:13][CH2:14]5)=[CH:19][CH:20]=4)[C:28](=[O:29])[CH2:27][C:26]3=[O:31])=[CH:9][C:4]=2[N:3]=[CH:2]1. (5) Given the reactants [Si:1]([O:8][C@H:9]1[CH2:26][CH2:25][C@@:24]2([CH3:27])[CH:11]([C@@H:12]([OH:29])[CH2:13][C@@H:14]3[C@@H:23]2[CH2:22][CH2:21][C@@:19]2([CH3:20])[C@H:15]3[CH2:16][CH2:17][C@@H:18]2[OH:28])[CH2:10]1)([C:4]([CH3:7])([CH3:6])[CH3:5])([CH3:3])[CH3:2], predict the reaction product. The product is: [Si:1]([O:8][C@H:9]1[CH2:26][CH2:25][C@@:24]2([CH3:27])[CH:11]([C:12](=[O:29])[CH2:13][C@@H:14]3[C@@H:23]2[CH2:22][CH2:21][C@@:19]2([CH3:20])[C@H:15]3[CH2:16][CH2:17][C:18]2=[O:28])[CH2:10]1)([C:4]([CH3:7])([CH3:5])[CH3:6])([CH3:3])[CH3:2]. (6) Given the reactants Br[C:2]1[CH:7]=[CH:6][C:5]([O:8][CH2:9][CH2:10][CH2:11][CH3:12])=[C:4]([F:13])[C:3]=1[O:14]COCCOC.C([Li])CCC.[CH:26](N1CCCCC1)=[O:27], predict the reaction product. The product is: [F:13][C:4]1[C:3]([OH:14])=[C:2]([CH:7]=[CH:6][C:5]=1[O:8][CH2:9][CH2:10][CH2:11][CH3:12])[CH:26]=[O:27]. (7) Given the reactants [C:1]([O:4]C=C)(=[O:3])[CH3:2].CN(C=O)C.N1C=C[CH:15]=[CH:14][C:13]=1[C:18]1[CH:23]=[CH:22][CH:21]=[CH:20]N=1.C(O)(C(F)(F)F)=O, predict the reaction product. The product is: [C:1]([O:4][C:13]1[CH:14]=[CH:15][C:22]([CH:21]=[CH2:20])=[CH:23][CH:18]=1)(=[O:3])[CH3:2].